This data is from Full USPTO retrosynthesis dataset with 1.9M reactions from patents (1976-2016). The task is: Predict the reactants needed to synthesize the given product. Given the product [C:32]([O:1][C:2]1[CH:7]=[CH:6][CH:5]=[CH:4][C:3]=1[CH:8]=[CH:9][C:10]1[CH:15]=[CH:14][C:13]([N:16]([C:24]2[CH:29]=[CH:28][C:27]([CH3:30])=[CH:26][CH:25]=2)[C:17]2[CH:22]=[CH:21][C:20]([CH3:23])=[CH:19][CH:18]=2)=[CH:12][CH:11]=1)(=[O:31])[CH:33]=[CH2:34], predict the reactants needed to synthesize it. The reactants are: [OH:1][C:2]1[CH:7]=[CH:6][CH:5]=[CH:4][C:3]=1[CH:8]=[CH:9][C:10]1[CH:15]=[CH:14][C:13]([N:16]([C:24]2[CH:29]=[CH:28][C:27]([CH3:30])=[CH:26][CH:25]=2)[C:17]2[CH:22]=[CH:21][C:20]([CH3:23])=[CH:19][CH:18]=2)=[CH:12][CH:11]=1.[O:31]1C[CH2:34][CH2:33][CH2:32]1.C(=O)([O-])O.[Na+].C(Cl)(=O)C=C.